From a dataset of Reaction yield outcomes from USPTO patents with 853,638 reactions. Predict the reaction yield, written as a fraction of the theoretical maximum amount of product (1.0 means a 100% yield; for example, 0.34 means a 34% yield). (1) The reactants are [F:1][C:2]1[CH:10]=[C:9]([F:11])[CH:8]=[CH:7][C:3]=1[C:4]([OH:6])=[O:5].[I:12]N1C(=O)CCC1=O.S([O-])([O-])=O.[Na+].[Na+]. The catalyst is S(=O)(=O)(O)O. The product is [F:1][C:2]1[CH:10]=[C:9]([F:11])[C:8]([I:12])=[CH:7][C:3]=1[C:4]([OH:6])=[O:5]. The yield is 0.730. (2) The reactants are C(=O)([O-])[O-].[Cs+].[Cs+].Cl[CH2:8][C:9]1[N:10]=[C:11]([C:15]2[CH:20]=[CH:19][C:18]([C:21]([F:24])([F:23])[F:22])=[CH:17][CH:16]=2)[O:12][C:13]=1[CH3:14].[CH2:25]([O:27][C:28](=[O:41])[CH2:29][CH:30]([C:34]1[CH:39]=[CH:38][C:37]([OH:40])=[CH:36][CH:35]=1)[C:31]#[C:32][CH3:33])[CH3:26].Cl. The catalyst is CN(C=O)C.O. The product is [CH2:25]([O:27][C:28](=[O:41])[CH2:29][CH:30]([C:34]1[CH:35]=[CH:36][C:37]([O:40][CH2:8][C:9]2[N:10]=[C:11]([C:15]3[CH:20]=[CH:19][C:18]([C:21]([F:24])([F:23])[F:22])=[CH:17][CH:16]=3)[O:12][C:13]=2[CH3:14])=[CH:38][CH:39]=1)[C:31]#[C:32][CH3:33])[CH3:26]. The yield is 0.820.